This data is from Forward reaction prediction with 1.9M reactions from USPTO patents (1976-2016). The task is: Predict the product of the given reaction. (1) Given the reactants [H-].[H-].[H-].[H-].[Li+].[Al+3].[CH2:7]([N:14]1[CH2:18][C@@H:17]2[C:19](=O)[NH:20][C:21](=O)[C@@H:16]2[CH2:15]1)[C:8]1[CH:13]=[CH:12][CH:11]=[CH:10][CH:9]=1, predict the reaction product. The product is: [CH2:7]([N:14]1[CH2:15][C@@H:16]2[C@@H:17]([CH2:19][NH:20][CH2:21]2)[CH2:18]1)[C:8]1[CH:13]=[CH:12][CH:11]=[CH:10][CH:9]=1. (2) Given the reactants [Br:1][C:2]1[CH:3]=[C:4]([CH2:8][CH2:9]/[C:10](/[CH3:18])=[CH:11]/[C:12]([N:14]([C:16]#[N:17])[CH3:15])=[O:13])[CH:5]=[CH:6][CH:7]=1.[CH3:19][O:20][C:21]1[CH:28]=[CH:27][C:24]([CH2:25][NH2:26])=[CH:23][CH:22]=1, predict the reaction product. The product is: [Br:1][C:2]1[CH:3]=[C:4]([CH2:8][CH2:9][C:10]2([CH3:18])[N:26]([CH2:25][C:24]3[CH:27]=[CH:28][C:21]([O:20][CH3:19])=[CH:22][CH:23]=3)[C:16](=[NH:17])[N:14]([CH3:15])[C:12](=[O:13])[CH2:11]2)[CH:5]=[CH:6][CH:7]=1. (3) Given the reactants CC([Si](C)(C)[O:6][C@H:7]([CH2:30][O:31][C:32]1[CH:37]=[CH:36][CH:35]=[CH:34][CH:33]=1)[CH2:8][NH:9][CH2:10][C@H:11]1[CH2:20][CH2:19][C:18]2[C:13](=[CH:14][CH:15]=[C:16]([C:21]3[CH:26]=[CH:25][N:24]=[C:23]([C:27]([NH2:29])=[O:28])[CH:22]=3)[CH:17]=2)[O:12]1)(C)C.Cl, predict the reaction product. The product is: [OH:6][C@H:7]([CH2:30][O:31][C:32]1[CH:33]=[CH:34][CH:35]=[CH:36][CH:37]=1)[CH2:8][NH:9][CH2:10][C@H:11]1[CH2:20][CH2:19][C:18]2[C:13](=[CH:14][CH:15]=[C:16]([C:21]3[CH:26]=[CH:25][N:24]=[C:23]([C:27]([NH2:29])=[O:28])[CH:22]=3)[CH:17]=2)[O:12]1. (4) Given the reactants [Br:1][C:2]1[C:3](Cl)=[CH:4][C:5]([NH:8][C:9](=[O:14])[C:10]([CH3:13])([CH3:12])[CH3:11])=[N:6][CH:7]=1.[CH3:16][N:17]1[CH2:22][CH2:21][CH:20]([NH2:23])[CH2:19][CH2:18]1, predict the reaction product. The product is: [Br:1][C:2]1[C:3]([NH:23][CH:20]2[CH2:21][CH2:22][N:17]([CH3:16])[CH2:18][CH2:19]2)=[CH:4][C:5]([NH:8][C:9](=[O:14])[C:10]([CH3:13])([CH3:12])[CH3:11])=[N:6][CH:7]=1. (5) Given the reactants [NH2:1][C:2]1[C:3]2[N:4]([C:8]([C@@H:27]3[CH2:32][CH2:31][CH2:30][CH2:29][NH:28]3)=[N:9][C:10]=2[C:11]2[CH:26]=[CH:25][C:14]([C:15]([NH:17][C:18]3[N:23]=[C:22]([CH3:24])[CH:21]=[CH:20][N:19]=3)=[O:16])=[CH:13][CH:12]=2)[CH:5]=[CH:6][N:7]=1.[C:33](Cl)(=[O:36])[CH:34]=[CH2:35], predict the reaction product. The product is: [C:33]([N:28]1[CH2:29][CH2:30][CH2:31][CH2:32][C@H:27]1[C:8]1[N:4]2[CH:5]=[CH:6][N:7]=[C:2]([NH2:1])[C:3]2=[C:10]([C:11]2[CH:26]=[CH:25][C:14]([C:15]([NH:17][C:18]3[N:23]=[C:22]([CH3:24])[CH:21]=[CH:20][N:19]=3)=[O:16])=[CH:13][CH:12]=2)[N:9]=1)(=[O:36])[CH:34]=[CH2:35].